Dataset: Retrosynthesis with 50K atom-mapped reactions and 10 reaction types from USPTO. Task: Predict the reactants needed to synthesize the given product. (1) Given the product Cc1ccc(CO)cn1, predict the reactants needed to synthesize it. The reactants are: COC(=O)c1ccc(C)nc1. (2) Given the product NC(=O)c1ncc(-c2cccc(-c3ccccc3C(F)(F)F)c2)[nH]1, predict the reactants needed to synthesize it. The reactants are: COC(=O)c1ncc(-c2cccc(-c3ccccc3C(F)(F)F)c2)[nH]1.N. (3) Given the product CC1CCCCN1c1cc(Br)cnc1C#N, predict the reactants needed to synthesize it. The reactants are: CC1CCCCN1.N#Cc1ncc(Br)cc1F. (4) The reactants are: COCCOc1cc(C(=O)OC)ccc1-c1ccc(F)cc1. Given the product COCCOc1cc(C(=O)O)ccc1-c1ccc(F)cc1, predict the reactants needed to synthesize it. (5) Given the product CN1CCN(C2Cc3ccc(C(F)(F)F)cc3Sc3ccc(F)cc32)CC1, predict the reactants needed to synthesize it. The reactants are: CN1CCNCC1.Fc1ccc2c(c1)C(Cl)Cc1ccc(C(F)(F)F)cc1S2. (6) Given the product Cc1nc(Cl)ccc1-c1ccc2c(c1)CC(C1CCN(C(=O)OC(C)C)CC1)O2, predict the reactants needed to synthesize it. The reactants are: CC(C)OC(=O)N1CCC(C2Cc3cc(Br)ccc3O2)CC1.Cc1nc(Cl)ccc1B(O)O. (7) Given the product Cc1ccc(Cl)c2c1N[C@@H]1CCNC[C@H]21, predict the reactants needed to synthesize it. The reactants are: Cc1ccc(Cl)c2c3c([nH]c12)CCNC3.